From a dataset of Reaction yield outcomes from USPTO patents with 853,638 reactions. Predict the reaction yield, written as a fraction of the theoretical maximum amount of product (1.0 means a 100% yield; for example, 0.34 means a 34% yield). (1) The reactants are [Cl:1][C:2]1[C:3]([C:8]2[CH:9]=[C:10]3[C:14](=[C:15]([O:17][CH2:18][CH2:19][C:20]4[CH:25]=[CH:24][CH:23]=[CH:22][N:21]=4)[CH:16]=2)[NH:13][N:12]=[C:11]3[NH2:26])=[N:4][CH:5]=[CH:6][CH:7]=1.[C:27](O)(=[O:37])[C:28]1[C:29](=[CH:33][CH:34]=[CH:35][CH:36]=1)[C:30](O)=[O:31].N1(O)C2C=CC=CC=2N=N1.Cl.CN(C)CCCN=C=NCC.C(=O)([O-])O.[Na+]. The catalyst is CN(C)C=O. The product is [Cl:1][C:2]1[C:3]([C:8]2[CH:9]=[C:10]3[C:14](=[C:15]([O:17][CH2:18][CH2:19][C:20]4[CH:25]=[CH:24][CH:23]=[CH:22][N:21]=4)[CH:16]=2)[NH:13][N:12]=[C:11]3[N:26]2[C:30](=[O:31])[C:29]3[C:28](=[CH:36][CH:35]=[CH:34][CH:33]=3)[C:27]2=[O:37])=[N:4][CH:5]=[CH:6][CH:7]=1. The yield is 1.00. (2) The reactants are Cl[SiH:2]1[N:6]([C:7]([CH3:10])([CH3:9])[CH3:8])[CH:5]=[CH:4][N:3]1[C:11]([CH3:14])([CH3:13])[CH3:12].[CH:15]1([NH2:21])[CH2:20][CH2:19][CH2:18][CH2:17][CH2:16]1. The catalyst is CCCCCC. The product is [CH:15]1([NH:21][SiH:2]2[N:6]([C:7]([CH3:10])([CH3:9])[CH3:8])[CH:5]=[CH:4][N:3]2[C:11]([CH3:14])([CH3:13])[CH3:12])[CH2:20][CH2:19][CH2:18][CH2:17][CH2:16]1. The yield is 0.960. (3) The reactants are [CH3:1][C@@H:2]1[CH2:7][N:6]([C:8]2[CH:13]=[CH:12][CH:11]=[CH:10][C:9]=2[C:14]([F:17])([F:16])[F:15])[CH2:5][CH2:4][N:3]1[S:18]([C:21]1[CH:26]=[CH:25][C:24]([C:27](=[O:29])[CH3:28])=[CH:23][CH:22]=1)(=[O:20])=[O:19].[Si]([C:34]([F:37])([F:36])[F:35])(C)(C)C.[F-].C([N+](CCCC)(CCCC)CCCC)CCC. The catalyst is C1COCC1.C([O-])(O)=O.[Na+]. The product is [F:35][C:34]([F:37])([F:36])[C:27]([C:24]1[CH:23]=[CH:22][C:21]([S:18]([N:3]2[CH2:4][CH2:5][N:6]([C:8]3[CH:13]=[CH:12][CH:11]=[CH:10][C:9]=3[C:14]([F:16])([F:17])[F:15])[CH2:7][C@H:2]2[CH3:1])(=[O:20])=[O:19])=[CH:26][CH:25]=1)([OH:29])[CH3:28]. The yield is 0.318. (4) The reactants are [C:1]([O:5][C:6](=[O:13])[NH:7][CH2:8][CH2:9][CH2:10][CH2:11][NH2:12])([CH3:4])([CH3:3])[CH3:2].[CH2:14]([N:17]1[C:21]2[CH:22]=[CH:23][CH:24]=[CH:25][C:20]=2[N:19]=[C:18]1[CH:26]=O)[CH:15]=[CH2:16]. The yield is 0.300. The product is [C:1]([O:5][C:6](=[O:13])[NH:7][CH2:8][CH2:9][CH2:10][CH2:11][NH:12][CH2:26][C:18]1[N:17]([CH2:14][CH:15]=[CH2:16])[C:21]2[CH:22]=[CH:23][CH:24]=[CH:25][C:20]=2[N:19]=1)([CH3:4])([CH3:2])[CH3:3]. The catalyst is C(Cl)Cl. (5) The reactants are [NH2:1][C@H:2]([C:6]([O:8][C:9]([CH3:12])([CH3:11])[CH3:10])=[O:7])[C@@H:3]([CH3:5])[OH:4].Cl.CCN(C(C)C)C(C)C.[NH:23]([C:35]([O:37][CH2:38][CH:39]=[CH2:40])=[O:36])[C@H:24]([C:32](O)=[O:33])[CH2:25][C:26]1[CH:31]=[CH:30][CH:29]=[CH:28][CH:27]=1.C(Cl)CCl. The catalyst is C(Cl)Cl. The product is [NH:23]([C:35]([O:37][CH2:38][CH:39]=[CH2:40])=[O:36])[C@H:24]([C:32]([NH:1][C@H:2]([C:6]([O:8][C:9]([CH3:11])([CH3:10])[CH3:12])=[O:7])[C@@H:3]([CH3:5])[OH:4])=[O:33])[CH2:25][C:26]1[CH:31]=[CH:30][CH:29]=[CH:28][CH:27]=1. The yield is 0.710. (6) The reactants are [CH2:1]([NH2:4])[CH2:2][NH2:3].[CH3:5][C:6]([O:9][C:10](O[C:10]([O:9][C:6]([CH3:8])([CH3:7])[CH3:5])=[O:11])=[O:11])([CH3:8])[CH3:7]. The catalyst is C(Cl)(Cl)Cl. The product is [NH2:3][CH2:2][CH2:1][NH:4][C:10](=[O:11])[O:9][C:6]([CH3:8])([CH3:7])[CH3:5]. The yield is 0.780.